Dataset: Reaction yield outcomes from USPTO patents with 853,638 reactions. Task: Predict the reaction yield, written as a fraction of the theoretical maximum amount of product (1.0 means a 100% yield; for example, 0.34 means a 34% yield). (1) The reactants are [C:1]([C:3]1[C:11]2[C:6](=[CH:7][CH:8]=[C:9]([C:12]([O:14]C)=[O:13])[CH:10]=2)[NH:5][N:4]=1)#[N:2].OO.NC(N)=[O:20].C(#N)C.ClCCl. The catalyst is CO.[OH-].[Na+].O. The product is [C:1]([C:3]1[C:11]2[C:6](=[CH:7][CH:8]=[C:9]([C:12]([OH:14])=[O:13])[CH:10]=2)[NH:5][N:4]=1)(=[O:20])[NH2:2]. The yield is 0.770. (2) The reactants are Br[C:2]1[CH:3]=[C:4]([O:10][C:11]2[CH:16]=[CH:15][C:14]([F:17])=[CH:13][C:12]=2[Br:18])[C:5]([C:8]#[N:9])=[N:6][CH:7]=1.[CH3:19][O:20][C:21]1[CH:22]=[C:23]([SH:27])[CH:24]=[CH:25][CH:26]=1.[H-].[Na+].C(=O)(O)[O-].[Na+]. The catalyst is CN(C=O)C. The product is [Br:18][C:12]1[CH:13]=[C:14]([F:17])[CH:15]=[CH:16][C:11]=1[O:10][C:4]1[C:5]([C:8]#[N:9])=[N:6][CH:7]=[C:2]([S:27][C:23]2[CH:24]=[CH:25][CH:26]=[C:21]([O:20][CH3:19])[CH:22]=2)[CH:3]=1. The yield is 1.04. (3) The reactants are [SH:1][C:2]1[N:3]([CH2:7][C:8]([O:10]CC)=[O:9])[CH:4]=[CH:5][N:6]=1.CO.[Li+].[OH-].Cl. The catalyst is C1COCC1.O. The product is [SH:1][C:2]1[N:3]([CH2:7][C:8]([OH:10])=[O:9])[CH:4]=[CH:5][N:6]=1. The yield is 0.630. (4) The reactants are [F:1][C:2]1[C:15]2[O:14][C:13]3[C:8](=[CH:9][C:10]([NH2:16])=[CH:11][CH:12]=3)[C@@:7]3([CH2:21][CH2:20][O:19][C:18]([NH2:22])=[N:17]3)[C:6]=2[CH:5]=[C:4]([O:23][CH3:24])[CH:3]=1.[Cl:25][C:26]1[CH:27]=[CH:28][C:29]([C:32](O)=[O:33])=[N:30][CH:31]=1.C(N(CC)CC)C.CCCP1(OP(CCC)(=O)OP(CCC)(=O)O1)=O. The catalyst is C(OCC)(=O)C. The product is [NH2:22][C:18]1[O:19][CH2:20][CH2:21][C@@:7]2([N:17]=1)[C:6]1[CH:5]=[C:4]([O:23][CH3:24])[CH:3]=[C:2]([F:1])[C:15]=1[O:14][C:13]1[C:8]2=[CH:9][C:10]([NH:16][C:32](=[O:33])[C:29]2[CH:28]=[CH:27][C:26]([Cl:25])=[CH:31][N:30]=2)=[CH:11][CH:12]=1. The yield is 0.470. (5) The catalyst is C(Cl)(Cl)Cl. The product is [Br:1][C:2]1[CH:7]=[CH:6][C:5]([N:8]2[C:16]([C:17]#[N:18])=[C:15]3[C:10]([CH:11]=[C:12]([N+:22]([O-:24])=[O:23])[C:13]([CH:19]4[CH2:21][CH2:20]4)=[CH:14]3)=[N:9]2)=[CH:4][CH:3]=1. The yield is 0.840. The reactants are [Br:1][C:2]1[CH:7]=[CH:6][C:5]([N:8]2[C:16]([C:17]#[N:18])=[C:15]3[C:10]([CH:11]=[C:12]([N+:22]([O-:24])=[O:23])[C:13]([CH:19]4[CH2:21][CH2:20]4)=[CH:14]3)=[N+:9]2[O-])=[CH:4][CH:3]=1.P(Cl)(Cl)Cl.C(O)C.